From a dataset of Reaction yield outcomes from USPTO patents with 853,638 reactions. Predict the reaction yield, written as a fraction of the theoretical maximum amount of product (1.0 means a 100% yield; for example, 0.34 means a 34% yield). (1) The reactants are Br[C:2]1[S:6][C:5]([S:7]([NH:10][C@@H:11]([CH2:23][N:24]([CH3:26])[CH3:25])[CH2:12][C:13]([O:15][CH2:16][C:17]2[CH:22]=[CH:21][CH:20]=[CH:19][CH:18]=2)=[O:14])(=[O:9])=[O:8])=[CH:4][CH:3]=1.[C:27]([C:29]1[CH:34]=[CH:33][CH:32]=[CH:31][CH:30]=1)#[CH:28]. The product is [CH3:25][N:24]([CH3:26])[CH2:23][C@H:11]([NH:10][S:7]([C:5]1[S:6][C:2]([C:28]#[C:27][C:29]2[CH:34]=[CH:33][CH:32]=[CH:31][CH:30]=2)=[CH:3][CH:4]=1)(=[O:9])=[O:8])[CH2:12][C:13]([O:15][CH2:16][C:17]1[CH:22]=[CH:21][CH:20]=[CH:19][CH:18]=1)=[O:14]. No catalyst specified. The yield is 0.870. (2) The reactants are [CH2:1]([O:8][C:9]1[C:14](OC)=[CH:13][C:12](B(O)O)=[C:11]([O:20][CH3:21])[CH:10]=1)[C:2]1[CH:7]=[CH:6][CH:5]=[CH:4][CH:3]=1.[CH3:22][O:23][C:24](=[O:42])[C:25]1[CH:30]=[C:29]([C:31](=[O:33])[CH3:32])[CH:28]=[CH:27][C:26]=1OS(C(F)(F)F)(=O)=O.C([O-])([O-])=O.[K+].[K+].O. The catalyst is [Cl-].[Na+].O.C1C=CC([P]([Pd]([P](C2C=CC=CC=2)(C2C=CC=CC=2)C2C=CC=CC=2)([P](C2C=CC=CC=2)(C2C=CC=CC=2)C2C=CC=CC=2)[P](C2C=CC=CC=2)(C2C=CC=CC=2)C2C=CC=CC=2)(C2C=CC=CC=2)C2C=CC=CC=2)=CC=1.C(OCC)(=O)C. The product is [CH3:22][O:23][C:24]([C:25]1[C:26]([C:12]2[CH:13]=[CH:14][C:9]([O:8][CH2:1][C:2]3[CH:3]=[CH:4][CH:5]=[CH:6][CH:7]=3)=[CH:10][C:11]=2[O:20][CH3:21])=[CH:27][CH:28]=[C:29]([C:31](=[O:33])[CH3:32])[CH:30]=1)=[O:42]. The yield is 0.990.